From a dataset of Reaction yield outcomes from USPTO patents with 853,638 reactions. Predict the reaction yield, written as a fraction of the theoretical maximum amount of product (1.0 means a 100% yield; for example, 0.34 means a 34% yield). (1) The reactants are CO[C:3]([CH:5]1[C:9](=O)[CH2:8][O:7][CH2:6]1)=[O:4].[F:11][C:12]1[CH:20]=[CH:19][C:18]([Cl:21])=[CH:17][C:13]=1[C:14]([NH2:16])=[NH:15]. The catalyst is C(O)C. The product is [Cl:21][C:18]1[CH:19]=[CH:20][C:12]([F:11])=[C:13]([C:14]2[N:16]=[C:3]([OH:4])[C:5]3[CH2:6][O:7][CH2:8][C:9]=3[N:15]=2)[CH:17]=1. The yield is 0.300. (2) The reactants are C[O:2][C:3](=O)[CH:4]([O:8][C:9]1[CH:32]=[CH:31][C:12]2[C:13]3[N:17]([CH2:18][CH2:19][O:20][C:11]=2[CH:10]=1)[CH:16]=[C:15]([C:21]1[N:22]([CH2:26][C:27]([F:30])([F:29])[F:28])[N:23]=[CH:24][N:25]=1)[N:14]=3)[CH:5]([CH3:7])[CH3:6].O.[OH-].[Li+].Cl.C[N:39](C(ON1N=NC2C=CC=NC1=2)=[N+](C)C)C.F[P-](F)(F)(F)(F)F.[Cl-].[NH4+].C(N(CC)CC)C. The catalyst is CO.O. The product is [CH3:6][CH:5]([CH3:7])[CH:4]([O:8][C:9]1[CH:32]=[CH:31][C:12]2[C:13]3[N:17]([CH:16]=[C:15]([C:21]4[N:22]([CH2:26][C:27]([F:28])([F:30])[F:29])[N:23]=[CH:24][N:25]=4)[N:14]=3)[CH2:18][CH2:19][O:20][C:11]=2[CH:10]=1)[C:3]([NH2:39])=[O:2]. The yield is 0.360. (3) The reactants are [N:1]1([C:12](=[O:13])[C:11]2[N:10]([CH2:14][C:15]([OH:17])=O)[CH:9]=[N:8][C:7]=2[N:5]([CH3:6])[C:3]1=[O:4])[CH3:2].C(Cl)(=O)C(Cl)=O.CN(C=O)C.[CH3:29][NH:30][C:31]1[CH:36]=[CH:35][C:34]([CH:37]([CH3:39])[CH3:38])=[CH:33][CH:32]=1. The catalyst is C(Cl)(Cl)Cl.CC#N. The product is [CH3:2][N:1]1[C:12](=[O:13])[C:11]2[N:10]([CH2:14][C:15]([N:30]([C:31]3[CH:36]=[CH:35][C:34]([CH:37]([CH3:39])[CH3:38])=[CH:33][CH:32]=3)[CH3:29])=[O:17])[CH:9]=[N:8][C:7]=2[N:5]([CH3:6])[C:3]1=[O:4]. The yield is 0.844. (4) The reactants are C([O:3][C:4]([C:6]1[C:15]2[C:10](=[CH:11][C:12]([O:24][CH3:25])=[C:13]([O:16][CH2:17][CH2:18][N:19]3[CH2:23][CH2:22][CH2:21][CH2:20]3)[CH:14]=2)[C:9]([C:26](=[O:37])[C:27]2[CH:32]=[CH:31][CH:30]=[C:29]([O:33][CH:34]([CH3:36])[CH3:35])[CH:28]=2)=[N:8][CH:7]=1)=[O:5])C.[OH-].[Na+]. The catalyst is C(O)C.O1CCCC1. The product is [CH:34]([O:33][C:29]1[CH:28]=[C:27]([CH:32]=[CH:31][CH:30]=1)[C:26]([C:9]1[C:10]2[C:15](=[CH:14][C:13]([O:16][CH2:17][CH2:18][N:19]3[CH2:20][CH2:21][CH2:22][CH2:23]3)=[C:12]([O:24][CH3:25])[CH:11]=2)[C:6]([C:4]([OH:5])=[O:3])=[CH:7][N:8]=1)=[O:37])([CH3:36])[CH3:35]. The yield is 0.370.